This data is from Catalyst prediction with 721,799 reactions and 888 catalyst types from USPTO. The task is: Predict which catalyst facilitates the given reaction. (1) Reactant: [OH:1][C:2]1[CH:9]=[C:8]([O:10][CH2:11][CH2:12][O:13][CH3:14])[CH:7]=[CH:6][C:3]=1[CH:4]=O.[CH2:15]([O:17][C:18]([CH:20]=P(C1C=CC=CC=1)(C1C=CC=CC=1)C1C=CC=CC=1)=[O:19])[CH3:16]. Product: [OH:1][C:2]1[CH:9]=[C:8]([O:10][CH2:11][CH2:12][O:13][CH3:14])[CH:7]=[CH:6][C:3]=1/[CH:4]=[CH:20]/[C:18]([O:17][CH2:15][CH3:16])=[O:19]. The catalyst class is: 7. (2) Reactant: [CH:1]12[O:10][CH:2]1[CH2:3][C:4]1[C:9]2=[CH:8][CH:7]=C[CH:5]=1.C(#[N:13])C.F[C:15]([F:21])(F)S(O)(=O)=O. Product: [NH2:13][C@@H:1]1[C:9]2[C:4](=[CH:5][C:15]([F:21])=[CH:7][CH:8]=2)[CH2:3][C@@H:2]1[OH:10]. The catalyst class is: 6.